This data is from Full USPTO retrosynthesis dataset with 1.9M reactions from patents (1976-2016). The task is: Predict the reactants needed to synthesize the given product. Given the product [F:1][C:2]1[CH:9]=[CH:8][C:7]([CH2:10][C:11]2[C:20]3[CH2:19][CH2:18][CH2:17][CH2:16][C:15]=3[C:14](=[O:21])[NH:13][N:12]=2)=[CH:6][C:3]=1[C:4]([OH:25])=[O:22], predict the reactants needed to synthesize it. The reactants are: [F:1][C:2]1[CH:9]=[CH:8][C:7]([CH2:10][C:11]2[C:20]3[CH2:19][CH2:18][CH2:17][CH2:16][C:15]=3[C:14](=[O:21])[NH:13][N:12]=2)=[CH:6][C:3]=1[C:4]#N.[OH-:22].[Na+].S(=O)(=O)(O)[OH:25].